Regression. Given a peptide amino acid sequence and an MHC pseudo amino acid sequence, predict their binding affinity value. This is MHC class I binding data. From a dataset of Peptide-MHC class I binding affinity with 185,985 pairs from IEDB/IMGT. (1) The peptide sequence is TINEEAAEW. The MHC is HLA-B57:01 with pseudo-sequence HLA-B57:01. The binding affinity (normalized) is 0.345. (2) The peptide sequence is KLVYIFEPEK. The MHC is HLA-A68:01 with pseudo-sequence HLA-A68:01. The binding affinity (normalized) is 0.313. (3) The peptide sequence is DRIYSFPD. The binding affinity (normalized) is 0.0652. The MHC is HLA-B27:05 with pseudo-sequence HLA-B27:05. (4) The peptide sequence is HYMLKHLVW. The MHC is HLA-B58:01 with pseudo-sequence HLA-B58:01. The binding affinity (normalized) is 0.396. (5) The peptide sequence is DITNILGGV. The MHC is HLA-A02:02 with pseudo-sequence HLA-A02:02. The binding affinity (normalized) is 0.150. (6) The peptide sequence is VQGFIFFFL. The MHC is HLA-B18:01 with pseudo-sequence HLA-B18:01. The binding affinity (normalized) is 0.213.